The task is: Predict the reaction yield, written as a fraction of the theoretical maximum amount of product (1.0 means a 100% yield; for example, 0.34 means a 34% yield).. This data is from Reaction yield outcomes from USPTO patents with 853,638 reactions. (1) The reactants are Cl.[NH2:2][OH:3].[OH-].[Na+].[C:6](#[N:19])[CH2:7][CH2:8][CH2:9][CH2:10][CH2:11][CH2:12][CH2:13][CH2:14][CH2:15][CH2:16][CH2:17][CH3:18].NO. The catalyst is C(O)C. The product is [OH:3][N:2]=[C:6]([NH2:19])[CH2:7][CH2:8][CH2:9][CH2:10][CH2:11][CH2:12][CH2:13][CH2:14][CH2:15][CH2:16][CH2:17][CH3:18]. The yield is 0.530. (2) The reactants are [F:1][C:2]1[CH:3]=[C:4]([NH:16][C:17]([C:19]2[S:20][CH:21]=[CH:22][CH:23]=2)=[NH:18])[CH:5]=[C:6]2[C:11]=1[N:10]([CH2:12][CH2:13][NH:14][CH3:15])[CH2:9][CH2:8][CH2:7]2.[ClH:24].C(OCC)C. The catalyst is CO. The product is [ClH:24].[ClH:24].[F:1][C:2]1[CH:3]=[C:4]([NH:16][C:17]([C:19]2[S:20][CH:21]=[CH:22][CH:23]=2)=[NH:18])[CH:5]=[C:6]2[C:11]=1[N:10]([CH2:12][CH2:13][NH:14][CH3:15])[CH2:9][CH2:8][CH2:7]2. The yield is 0.990.